Dataset: Peptide-MHC class I binding affinity with 185,985 pairs from IEDB/IMGT. Task: Regression. Given a peptide amino acid sequence and an MHC pseudo amino acid sequence, predict their binding affinity value. This is MHC class I binding data. (1) The peptide sequence is PSKKHWLGK. The MHC is HLA-A02:01 with pseudo-sequence HLA-A02:01. The binding affinity (normalized) is 0.0847. (2) The peptide sequence is SLPSPSRL. The MHC is HLA-A02:06 with pseudo-sequence HLA-A02:06. The binding affinity (normalized) is 0. (3) The peptide sequence is YMATQISSAT. The MHC is HLA-A02:01 with pseudo-sequence HLA-A02:01. The binding affinity (normalized) is 0.352. (4) The peptide sequence is EDVKNAVGV. The MHC is H-2-Db with pseudo-sequence H-2-Db. The binding affinity (normalized) is 0.0641. (5) The peptide sequence is GHGTVVLEL. The MHC is HLA-B46:01 with pseudo-sequence HLA-B46:01. The binding affinity (normalized) is 0.0847.